Dataset: Catalyst prediction with 721,799 reactions and 888 catalyst types from USPTO. Task: Predict which catalyst facilitates the given reaction. (1) Reactant: [C:1]([C:3]1[CH:8]=[CH:7][C:6]([C:9]([C:17]2[CH:18]=[N:19][CH:20]=[CH:21][CH:22]=2)=[N:10][S:11]([CH2:13][CH:14]([CH3:16])[CH3:15])=[O:12])=[CH:5][C:4]=1[F:23])#[N:2].[CH3:24][Mg+].[Br-]. Product: [C:1]([C:3]1[CH:8]=[CH:7][C:6]([C:9]([NH:10][S:11]([CH2:13][CH:14]([CH3:16])[CH3:15])=[O:12])([C:17]2[CH:18]=[N:19][CH:20]=[CH:21][CH:22]=2)[CH3:24])=[CH:5][C:4]=1[F:23])#[N:2]. The catalyst class is: 1. (2) Reactant: [Si:1]([O:18][CH:19]1[CH2:22][N:21]([C:23]2[O:24][CH:25]=[C:26]([CH2:28][OH:29])[N:27]=2)[CH2:20]1)([C:14]([CH3:17])([CH3:16])[CH3:15])([C:8]1[CH:13]=[CH:12][CH:11]=[CH:10][CH:9]=1)[C:2]1[CH:7]=[CH:6][CH:5]=[CH:4][CH:3]=1. Product: [Si:1]([O:18][CH:19]1[CH2:22][N:21]([C:23]2[O:24][CH:25]=[C:26]([CH:28]=[O:29])[N:27]=2)[CH2:20]1)([C:14]([CH3:17])([CH3:16])[CH3:15])([C:2]1[CH:3]=[CH:4][CH:5]=[CH:6][CH:7]=1)[C:8]1[CH:13]=[CH:12][CH:11]=[CH:10][CH:9]=1. The catalyst class is: 485. (3) Reactant: CN(C)C=O.S(Cl)(Cl)=O.[Br:10][CH2:11][CH2:12][CH2:13][CH2:14][C:15]([OH:17])=O.[CH:18]([N:21](CC)C(C)C)(C)[CH3:19].C(N)C. Product: [Br:10][CH2:11][CH2:12][CH2:13][CH2:14][C:15]([NH:21][CH2:18][CH3:19])=[O:17]. The catalyst class is: 11. (4) Reactant: [CH3:1][C:2]1[C:7]([CH3:8])=[CH:6][CH:5]=[CH:4][C:3]=1[CH:9]([C:11]1[NH:12][CH:13]=[CH:14][N:15]=1)[CH3:10].C(=O)([O-])[O-].[Cs+].[Cs+].[C:22]([O:26][CH2:27]Cl)(=[O:25])[CH2:23][CH3:24]. Product: [C:22]([O:26][CH2:27][N:15]1[CH:14]=[CH:13][N:12]=[C:11]1[CH:9]([C:3]1[CH:4]=[CH:5][CH:6]=[C:7]([CH3:8])[C:2]=1[CH3:1])[CH3:10])(=[O:25])[CH2:23][CH3:24]. The catalyst class is: 21. (5) Reactant: C(OC([NH:8][C:9]1[C:10]([CH3:20])=[N:11][C:12]([CH3:19])=[CH:13][C:14]=1[C:15]([F:18])([F:17])[F:16])=O)(C)(C)C.[ClH:21]. Product: [ClH:21].[ClH:21].[NH2:8][C:9]1[C:10]([CH3:20])=[N:11][C:12]([CH3:19])=[CH:13][C:14]=1[C:15]([F:18])([F:16])[F:17]. The catalyst class is: 5. (6) Reactant: [Br:1][C:2]1[CH:3]=[CH:4][C:5]([NH:19][C@@H:20]([CH3:23])[CH2:21]O)=[C:6]([NH:8][S:9]([C:12]2[CH:17]=[CH:16][C:15]([CH3:18])=[CH:14][CH:13]=2)(=[O:11])=[O:10])[CH:7]=1.C1(P(C2C=CC=CC=2)C2C=CC=CC=2)C=CC=CC=1.N(C(OC(C)C)=O)=NC(OC(C)C)=O. Product: [Br:1][C:2]1[CH:7]=[C:6]2[C:5]([NH:19][C@@H:20]([CH3:23])[CH2:21][N:8]2[S:9]([C:12]2[CH:17]=[CH:16][C:15]([CH3:18])=[CH:14][CH:13]=2)(=[O:11])=[O:10])=[CH:4][CH:3]=1. The catalyst class is: 1. (7) Reactant: [N+:1]([C:4]1[CH:13]=[CH:12][CH:11]=[C:10]2[C:5]=1[CH:6]=[CH:7]O[C:9]2=[O:14])([O-:3])=[O:2].[O:15]1[CH2:20][CH2:19][CH:18]([CH2:21][NH2:22])[CH2:17][CH2:16]1.O1CCOCC1. Product: [N+:1]([C:4]1[CH:13]=[CH:12][CH:11]=[C:10]2[C:5]=1[CH:6]=[CH:7][N:22]([CH2:21][CH:18]1[CH2:19][CH2:20][O:15][CH2:16][CH2:17]1)[C:9]2=[O:14])([O-:3])=[O:2]. The catalyst class is: 25. (8) Reactant: O[C:2]1[C:7]([C:8]#[N:9])=[C:6]([C:10]2[CH:15]=[C:14]([O:16][CH3:17])[CH:13]=[CH:12][N:11]=2)[N:5]=[C:4]([S:18][CH3:19])[N:3]=1.P(Cl)(Cl)([Cl:22])=O. Product: [Cl:22][C:2]1[C:7]([C:8]#[N:9])=[C:6]([C:10]2[CH:15]=[C:14]([O:16][CH3:17])[CH:13]=[CH:12][N:11]=2)[N:5]=[C:4]([S:18][CH3:19])[N:3]=1. The catalyst class is: 887.